From a dataset of Reaction yield outcomes from USPTO patents with 853,638 reactions. Predict the reaction yield, written as a fraction of the theoretical maximum amount of product (1.0 means a 100% yield; for example, 0.34 means a 34% yield). (1) The catalyst is C(#N)C.[Cu](Cl)Cl. The product is [Cl:20][C:9]1[CH:14]=[C:13]([CH3:15])[C:12]([C:16](=[O:18])[CH3:17])=[C:11]([CH3:19])[CH:10]=1. The yield is 0.760. The reactants are N(OC(C)(C)C)=O.N[C:9]1[CH:14]=[C:13]([CH3:15])[C:12]([C:16](=[O:18])[CH3:17])=[C:11]([CH3:19])[CH:10]=1.[ClH:20]. (2) The reactants are [C:1](Cl)([C:14]1[CH:19]=[CH:18][CH:17]=[CH:16][CH:15]=1)([C:8]1[CH:13]=[CH:12][CH:11]=[CH:10][CH:9]=1)[C:2]1[CH:7]=[CH:6][CH:5]=[CH:4][CH:3]=1.[CH3:21][C:22]1[NH:23][CH:24]=[C:25]([CH3:27])[N:26]=1.C(N(CC)CC)C. The catalyst is ClCCl. The product is [CH3:21][C:22]1[N:23]([C:1]([C:14]2[CH:19]=[CH:18][CH:17]=[CH:16][CH:15]=2)([C:8]2[CH:13]=[CH:12][CH:11]=[CH:10][CH:9]=2)[C:2]2[CH:7]=[CH:6][CH:5]=[CH:4][CH:3]=2)[CH:24]=[C:25]([CH3:27])[N:26]=1. The yield is 0.840. (3) The reactants are [H-].[Na+].[NH:3]1[C:11]2[C:6](=[CH:7][CH:8]=[CH:9][CH:10]=2)[C:5]2([C:23]3[C:14](=[CH:15][C:16]4[O:21][CH2:20][CH2:19][O:18][C:17]=4[CH:22]=3)[O:13][CH2:12]2)[C:4]1=[O:24].Cl[C:26]([O:28][CH2:29][CH3:30])=[O:27]. The catalyst is CN(C)C=O. The product is [O:24]=[C:4]1[C:5]2([C:23]3[C:14](=[CH:15][C:16]4[O:21][CH2:20][CH2:19][O:18][C:17]=4[CH:22]=3)[O:13][CH2:12]2)[C:6]2[C:11](=[CH:10][CH:9]=[CH:8][CH:7]=2)[N:3]1[C:26]([O:28][CH2:29][CH3:30])=[O:27]. The yield is 0.550. (4) The reactants are Br[CH2:2][CH2:3][O:4][CH2:5][CH2:6][N:7]1[C:11]2[CH:12]=[CH:13][CH:14]=[CH:15][C:10]=2[N:9]([C:16]2[CH:21]=[CH:20][CH:19]=[CH:18][C:17]=2[F:22])[S:8]1(=[O:24])=[O:23].[CH3:25][NH2:26]. No catalyst specified. The product is [F:22][C:17]1[CH:18]=[CH:19][CH:20]=[CH:21][C:16]=1[N:9]1[C:10]2[CH:15]=[CH:14][CH:13]=[CH:12][C:11]=2[N:7]([CH2:6][CH2:5][O:4][CH2:3][CH2:2][NH:26][CH3:25])[S:8]1(=[O:24])=[O:23]. The yield is 0.950.